This data is from Full USPTO retrosynthesis dataset with 1.9M reactions from patents (1976-2016). The task is: Predict the reactants needed to synthesize the given product. (1) Given the product [F:19][C:13]1[CH:14]=[CH:15][CH:16]=[C:17]([F:18])[C:12]=1[C:3]1[NH:2][C:10]2[C:5]([C:4]=1[CH3:11])=[CH:6][C:7]([C:25]1[N:21]([CH3:20])[N:22]=[C:23]([CH3:29])[CH:24]=1)=[CH:8][CH:9]=2, predict the reactants needed to synthesize it. The reactants are: Br[N:2]1[C:10]2[C:5](=[CH:6][CH:7]=[CH:8][CH:9]=2)[C:4]([CH3:11])=[C:3]1[C:12]1[C:17]([F:18])=[CH:16][CH:15]=[CH:14][C:13]=1[F:19].[CH3:20][N:21]1[C:25](B(O)O)=[CH:24][C:23]([C:29](F)(F)F)=[N:22]1.C(=O)([O-])[O-].[K+].[K+]. (2) Given the product [CH2:1]([O:8][C:9]1[CH:10]=[C:11]([CH:43]=[CH:44][CH:45]=1)[CH2:12][C@@H:13]1[C@@H:14]([CH2:27][CH2:28][C@@H:29]([O:35][Si:36]([C:39]([CH3:42])([CH3:41])[CH3:40])([CH3:37])[CH3:38])[CH2:30][CH2:31][CH2:32][CH2:33][CH3:34])[C@H:15]([O:19][Si:20]([C:23]([CH3:25])([CH3:26])[CH3:24])([CH3:21])[CH3:22])[CH2:16][C@@H:17]1[CH2:18][OH:55])[C:2]1[CH:3]=[CH:4][CH:5]=[CH:6][CH:7]=1, predict the reactants needed to synthesize it. The reactants are: [CH2:1]([O:8][C:9]1[CH:10]=[C:11]([CH:43]=[CH:44][CH:45]=1)[CH2:12][C@H:13]1[C:17](=[CH2:18])[CH2:16][C@@H:15]([O:19][Si:20]([C:23]([CH3:26])([CH3:25])[CH3:24])([CH3:22])[CH3:21])[C@@H:14]1[CH2:27][CH2:28][C@@H:29]([O:35][Si:36]([C:39]([CH3:42])([CH3:41])[CH3:40])([CH3:38])[CH3:37])[CH2:30][CH2:31][CH2:32][CH2:33][CH3:34])[C:2]1[CH:7]=[CH:6][CH:5]=[CH:4][CH:3]=1.C12BC(CCC1)CCC2.[OH:55]O.[OH-].[K+]. (3) Given the product [CH2:1]([O:3][C:4](=[O:23])[CH2:5][CH2:6][C:7]1[CH:12]=[CH:11][CH:10]=[C:9]([NH:13][C:14]([C:16]2[CH:21]=[CH:20][CH:19]=[C:18]([C:29]3[CH:28]=[CH:27][CH:26]=[C:25]([F:24])[CH:30]=3)[N:17]=2)=[O:15])[CH:8]=1)[CH3:2], predict the reactants needed to synthesize it. The reactants are: [CH2:1]([O:3][C:4](=[O:23])[CH2:5][CH2:6][C:7]1[CH:12]=[CH:11][CH:10]=[C:9]([NH:13][C:14]([C:16]2[CH:21]=[CH:20][CH:19]=[C:18](Br)[N:17]=2)=[O:15])[CH:8]=1)[CH3:2].[F:24][C:25]1[CH:26]=[C:27](B(O)O)[CH:28]=[CH:29][CH:30]=1. (4) Given the product [CH3:20][C:21]([O:24][C:25]([N:8]([CH2:7][C:1]1[CH:6]=[CH:5][CH:4]=[CH:3][CH:2]=1)[CH2:9][C:10]([OH:12])=[O:11])=[O:26])([CH3:23])[CH3:22], predict the reactants needed to synthesize it. The reactants are: [C:1]1([CH2:7][NH:8][CH2:9][C:10]([OH:12])=[O:11])[CH:6]=[CH:5][CH:4]=[CH:3][CH:2]=1.C(N(CC)CC)C.[CH3:20][C:21]([O:24][C:25](O[C:25]([O:24][C:21]([CH3:23])([CH3:22])[CH3:20])=[O:26])=[O:26])([CH3:23])[CH3:22].